Dataset: Catalyst prediction with 721,799 reactions and 888 catalyst types from USPTO. Task: Predict which catalyst facilitates the given reaction. (1) Reactant: [Cl:1][C:2]1[CH:3]=[CH:4][C:5]([O:11][CH3:12])=[C:6](B(O)O)[CH:7]=1.Br[C:14]1[C:19]([NH2:20])=[CH:18][CH:17]=[CH:16][N:15]=1. Product: [Cl:1][C:2]1[CH:3]=[CH:4][C:5]([O:11][CH3:12])=[C:6]([C:14]2[C:19]([NH2:20])=[CH:18][CH:17]=[CH:16][N:15]=2)[CH:7]=1. The catalyst class is: 108. (2) Reactant: [CH3:1][C@@:2]([NH:15][NH2:16])([C:12]([OH:14])=[O:13])[CH2:3][C:4]1[CH:5]=[CH:6][C:7]([OH:11])=[C:8]([OH:10])[CH:9]=1.[CH:17]1[C:22]([CH2:23][C@H:24]([NH2:28])[C:25]([OH:27])=[O:26])=[CH:21][C:20]([OH:29])=[C:19]([OH:30])[CH:18]=1. Product: [CH3:1][C@@:2]([NH:15][NH2:16])([C:12]([OH:14])=[O:13])[CH2:3][C:4]1[CH:5]=[CH:6][C:7]([OH:11])=[C:8]([OH:10])[CH:9]=1.[CH:17]1[C:22]([CH2:23][C@H:24]([NH2:28])[C:25]([OH:27])=[O:26])=[CH:21][C:20]([OH:29])=[C:19]([OH:30])[CH:18]=1. The catalyst class is: 8. (3) Reactant: [H-].[H-].[H-].[H-].[Li+].[Al+3].[F:7][C:8]1[CH:13]=[CH:12][CH:11]=[CH:10][C:9]=1[C:14]1([C:18]#[N:19])[CH2:17][CH2:16][CH2:15]1.[C@H](O)(C([O-])=O)[C@@H](O)C([O-])=O.[Na+].[K+]. Product: [F:7][C:8]1[CH:13]=[CH:12][CH:11]=[CH:10][C:9]=1[C:14]1([CH2:18][NH2:19])[CH2:17][CH2:16][CH2:15]1. The catalyst class is: 216. (4) Reactant: [CH3:1][O:2][CH2:3][C@@H:4]([NH:6][C:7]1[CH:15]=[C:14]2[C:10]([C:11]([CH3:19])([CH3:18])[C:12](=[O:17])[N:13]2[CH3:16])=[CH:9][C:8]=1[NH:20][C:21]([C:23]1[CH:28]=[C:27]([CH3:29])[C:26](=[O:30])[N:25]([CH3:31])[CH:24]=1)=O)[CH3:5]. Product: [CH3:31][N:25]1[C:26](=[O:30])[C:27]([CH3:29])=[CH:28][C:23]([C:21]2[N:6]([C@@H:4]([CH3:5])[CH2:3][O:2][CH3:1])[C:7]3[C:8]([N:20]=2)=[CH:9][C:10]2[C:11]([CH3:19])([CH3:18])[C:12](=[O:17])[N:13]([CH3:16])[C:14]=2[CH:15]=3)=[CH:24]1. The catalyst class is: 15. (5) Reactant: [CH3:1][C:2]([O:5][C:6]([N:8]1[C@H:12]([C:13]([OH:15])=[O:14])[CH2:11][CH2:10][NH:9]1)=[O:7])([CH3:4])[CH3:3].C(O)(=O)C.C(O)(=O)C.IC1C=CC=CC=1. Product: [CH3:4][C:2]([O:5][C:6]([N:8]1[C@H:12]([C:13]([OH:15])=[O:14])[CH2:11][CH:10]=[N:9]1)=[O:7])([CH3:1])[CH3:3]. The catalyst class is: 5.